This data is from Peptide-MHC class I binding affinity with 185,985 pairs from IEDB/IMGT. The task is: Regression. Given a peptide amino acid sequence and an MHC pseudo amino acid sequence, predict their binding affinity value. This is MHC class I binding data. The peptide sequence is RIRSERPAF. The MHC is HLA-B51:01 with pseudo-sequence HLA-B51:01. The binding affinity (normalized) is 0.0847.